From a dataset of Full USPTO retrosynthesis dataset with 1.9M reactions from patents (1976-2016). Predict the reactants needed to synthesize the given product. (1) Given the product [ClH:29].[NH2:7][CH2:8][CH2:9][N:10]([CH2:12][C:13]1[N:14]=[C:15]([NH:18][C:19]([NH:21][CH2:22][C:23]2[CH:28]=[CH:27][C:26]([Cl:29])=[C:25]([Cl:30])[CH:24]=2)=[O:20])[S:16][CH:17]=1)[CH3:11], predict the reactants needed to synthesize it. The reactants are: C(OC(=O)[NH:7][CH2:8][CH2:9][N:10]([CH2:12][C:13]1[N:14]=[C:15]([NH:18][C:19]([NH:21][CH2:22][C:23]2[CH:28]=[CH:27][C:26]([Cl:29])=[C:25]([Cl:30])[CH:24]=2)=[O:20])[S:16][CH:17]=1)[CH3:11])(C)(C)C.Cl. (2) Given the product [Li+:8].[CH3:2][CH:1]([N-:4][CH:5]([CH3:7])[CH3:6])[CH3:3].[CH2:13]([O:15][C:16]([C:18]1([CH:36]([C:35]2[CH:41]=[CH:42][C:32]([F:31])=[CH:33][CH:34]=2)[CH2:37][N+:38]([O-:40])=[O:39])[CH2:23][CH2:22][N:21]([C:24]([O:26][C:27]([CH3:29])([CH3:28])[CH3:30])=[O:25])[CH2:20][CH2:19]1)=[O:17])[CH3:14], predict the reactants needed to synthesize it. The reactants are: [CH:1]([NH:4][CH:5]([CH3:7])[CH3:6])([CH3:3])[CH3:2].[Li:8]CCCC.[CH2:13]([O:15][C:16]([CH:18]1[CH2:23][CH2:22][N:21]([C:24]([O:26][C:27]([CH3:30])([CH3:29])[CH3:28])=[O:25])[CH2:20][CH2:19]1)=[O:17])[CH3:14].[F:31][C:32]1[CH:42]=[CH:41][C:35](/[CH:36]=[CH:37]/[N+:38]([O-:40])=[O:39])=[CH:34][CH:33]=1. (3) Given the product [OH:3][CH2:4][CH:6]1[CH2:7][N:8]([C:12]2[CH:17]=[CH:16][C:15]([CH:18]([CH3:19])[CH3:20])=[CH:14][CH:13]=2)[C:9](=[O:11])[CH2:10]1, predict the reactants needed to synthesize it. The reactants are: C([O:3][C:4]([CH:6]1[CH2:10][C:9](=[O:11])[N:8]([C:12]2[CH:17]=[CH:16][C:15]([CH:18]([CH3:20])[CH3:19])=[CH:14][CH:13]=2)[CH2:7]1)=O)C.[BH4-].[Na+]. (4) Given the product [OH:4][C:5]1[CH:10]=[C:9]([O:11][CH3:12])[CH:8]=[CH:7][C:6]=1[CH:13]1[C:21]2[C:16](=[CH:17][CH:18]=[C:19]([O:22][CH2:23][CH2:24][CH3:25])[CH:20]=2)[CH:15]([C:26]2[CH:31]=[CH:30][C:29]3[O:32][CH2:33][O:34][C:28]=3[CH:27]=2)[CH2:14]1, predict the reactants needed to synthesize it. The reactants are: COC[O:4][C:5]1[CH:10]=[C:9]([O:11][CH3:12])[CH:8]=[CH:7][C:6]=1[CH:13]1[C:21]2[C:16](=[CH:17][CH:18]=[C:19]([O:22][CH2:23][CH2:24][CH3:25])[CH:20]=2)[CH:15]([C:26]2[CH:31]=[CH:30][C:29]3[O:32][CH2:33][O:34][C:28]=3[CH:27]=2)[CH:14]1C(O)=O.N1C=CC=CC=1.S(Cl)(Cl)=O.SC1C=CC=C[N+]=1[O-]. (5) Given the product [CH:1]1([N:6]2[CH2:12][CH:11]([CH2:13][CH3:14])[C:10](=[O:15])[N:9]([CH3:16])[C:8]3[CH:17]=[N:18][C:19]([NH:21][C:22]4[CH:30]=[CH:29][C:25]([C:26]([NH:66][CH:67]5[CH2:72][CH2:71][N:70]([CH3:73])[CH2:69][CH2:68]5)=[O:27])=[CH:24][C:23]=4[O:31][CH3:32])=[N:20][C:7]2=3)[CH2:2][CH2:3][CH2:4][CH2:5]1, predict the reactants needed to synthesize it. The reactants are: [CH:1]1([N:6]2[CH2:12][CH:11]([CH2:13][CH3:14])[C:10](=[O:15])[N:9]([CH3:16])[C:8]3[CH:17]=[N:18][C:19]([NH:21][C:22]4[CH:30]=[CH:29][C:25]([C:26](O)=[O:27])=[CH:24][C:23]=4[O:31][CH3:32])=[N:20][C:7]2=3)[CH2:5][CH2:4][CH2:3][CH2:2]1.F[P-](F)(F)(F)(F)F.CN(C(N(C)C)=[N+]1C2C(=NC=CC=2)[N+]([O-])=N1)C.C(N(C(C)C)C(C)C)C.[NH2:66][CH:67]1[CH2:72][CH2:71][N:70]([CH3:73])[CH2:69][CH2:68]1. (6) Given the product [F:18][C:19]1[CH:24]=[C:23]([F:25])[CH:22]=[CH:21][C:20]=1[CH2:26][CH2:27][CH2:28][NH:29][C@H:4]1[CH2:5][CH2:6][C@H:1]([C:8]2[CH:17]=[CH:16][C:11]3[NH:12][C:13](=[O:15])[O:14][C:10]=3[CH:9]=2)[CH2:2][CH2:3]1, predict the reactants needed to synthesize it. The reactants are: [CH:1]1([C:8]2[CH:17]=[CH:16][C:11]3[NH:12][C:13](=[O:15])[O:14][C:10]=3[CH:9]=2)[CH2:6][CH2:5][C:4](=O)[CH2:3][CH2:2]1.[F:18][C:19]1[CH:24]=[C:23]([F:25])[CH:22]=[CH:21][C:20]=1[CH2:26][CH2:27][CH2:28][NH2:29].